Dataset: Retrosynthesis with 50K atom-mapped reactions and 10 reaction types from USPTO. Task: Predict the reactants needed to synthesize the given product. (1) The reactants are: Cc1c(C)n(CCOCc2ccccc2)c2ccccc12. Given the product Cc1c(C)n(CCO)c2ccccc12, predict the reactants needed to synthesize it. (2) Given the product C=CCOC(=O)N1C[C@H](O)C[C@H]1CCn1ccnc1, predict the reactants needed to synthesize it. The reactants are: C=CCOC(=O)N1C[C@H](O[Si](C)(C)C(C)(C)C)C[C@H]1CCn1ccnc1. (3) Given the product CN1CC[C@]23c4c5ccc(O)c4O[C@H]2C(=NO)CC[C@@]3(O)[C@H]1C5, predict the reactants needed to synthesize it. The reactants are: CN1CC[C@]23c4c5ccc(O)c4O[C@H]2C(=O)CC[C@@]3(O)[C@H]1C5.NO. (4) Given the product NCC(=O)CCC(=O)OCc1cccc([N+](=O)[O-])c1, predict the reactants needed to synthesize it. The reactants are: NCC(=O)CCC(=O)O.O=[N+]([O-])c1cccc(CO)c1. (5) Given the product CC(C)Cn1nc(-c2ccc(S(C)(=O)=O)cc2)cc(CN2CCN(C)CC2)c1=O, predict the reactants needed to synthesize it. The reactants are: CC(C)Cn1nc(-c2ccc(S(C)(=O)=O)cc2)cc(COS(C)(=O)=O)c1=O.CN1CCNCC1. (6) Given the product Cc1ccc(C)n1CCCc1ccc(C(N)=O)s1, predict the reactants needed to synthesize it. The reactants are: CC(=O)CCC(C)=O.NCCCc1ccc(C(N)=O)s1. (7) Given the product COc1ncc(-c2cc(NC(=O)c3csc(CN4C[C@H](C)O[C@H](C)C4)n3)c3cnn(S(=O)(=O)c4ccc(C)cc4)c3c2)cc1NS(=O)(=O)c1ccc(F)cc1F, predict the reactants needed to synthesize it. The reactants are: COc1ncc(B2OC(C)(C)C(C)(C)O2)cc1NS(=O)(=O)c1ccc(F)cc1F.Cc1ccc(S(=O)(=O)n2ncc3c(NC(=O)c4csc(CN5C[C@H](C)O[C@H](C)C5)n4)cc(Br)cc32)cc1. (8) Given the product O=C1CCCN1CCCCN1CCCC1, predict the reactants needed to synthesize it. The reactants are: O=C1CCCN1CC#CCN1CCCC1.